From a dataset of Full USPTO retrosynthesis dataset with 1.9M reactions from patents (1976-2016). Predict the reactants needed to synthesize the given product. (1) Given the product [C:43]([NH:1][C:2]1[CH:3]=[C:4]([CH:31]=[CH:32][CH:33]=1)[O:5][C:6]1[N:7]=[C:8]([NH:17][C:18]2[CH:19]=[CH:20][C:21]([N:24]3[CH2:25][CH2:26][N:27]([CH3:30])[CH2:28][CH2:29]3)=[CH:22][CH:23]=2)[C:9]([C:14]([NH2:16])=[O:15])=[N:10][C:11]=1[CH2:12][CH3:13])(=[O:46])[CH:44]=[CH2:45], predict the reactants needed to synthesize it. The reactants are: [NH2:1][C:2]1[CH:3]=[C:4]([CH:31]=[CH:32][CH:33]=1)[O:5][C:6]1[N:7]=[C:8]([NH:17][C:18]2[CH:23]=[CH:22][C:21]([N:24]3[CH2:29][CH2:28][N:27]([CH3:30])[CH2:26][CH2:25]3)=[CH:20][CH:19]=2)[C:9]([C:14]([NH2:16])=[O:15])=[N:10][C:11]=1[CH2:12][CH3:13].C(N(C(C)C)CC)(C)C.[C:43](Cl)(=[O:46])[CH:44]=[CH2:45]. (2) Given the product [Br:1][C:2]1[CH:3]=[C:4]([N:8]2[C:12]3[C:11](=[CH:16][C:15]([C:26]4[CH:25]=[N:24][N:23]([CH3:22])[CH:27]=4)=[CH:14][CH:39]=3)[C:10]([C:18]([O:20][CH3:21])=[O:19])=[N:9]2)[CH:5]=[CH:6][CH:7]=1, predict the reactants needed to synthesize it. The reactants are: [Br:1][C:2]1[CH:3]=[C:4]([N:8]2[C:12]3=N[CH:14]=[C:15](I)[CH:16]=[C:11]3[C:10]([C:18]([O:20][CH3:21])=[O:19])=[N:9]2)[CH:5]=[CH:6][CH:7]=1.[CH3:22][N:23]1[CH:27]=[C:26](B2OC(C)(C)C(C)(C)O2)[CH:25]=[N:24]1.[Cl-].[Li+].[C:39](=O)([O-])[O-].[Na+].[Na+]. (3) Given the product [F:32][C:29]([F:30])([F:31])[C:28]1[C:23]([C:6]2[CH:5]=[C:4]3[C:9]([C:10]([NH:12][C:13]4[CH:18]=[CH:17][C:16]([C:19]([F:20])([F:21])[F:22])=[CH:15][N:14]=4)=[CH:11][CH:2]=[N:3]3)=[N:8][CH:7]=2)=[N:24][CH:25]=[CH:26][CH:27]=1, predict the reactants needed to synthesize it. The reactants are: Cl[C:2]1[CH:11]=[C:10]([NH:12][C:13]2[CH:18]=[CH:17][C:16]([C:19]([F:22])([F:21])[F:20])=[CH:15][N:14]=2)[C:9]2[C:4](=[CH:5][C:6]([C:23]3[C:28]([C:29]([F:32])([F:31])[F:30])=[CH:27][CH:26]=[CH:25][N:24]=3)=[CH:7][N:8]=2)[N:3]=1.C([O-])=O.[NH4+]. (4) Given the product [Br:1][C:2]1[CH:3]=[CH:4][C:5]([N:8]2[C:13](=[O:14])[C:12]3[CH:15]=[N:16][N:17]([C:31]([N:25]4[CH2:30][CH2:29][O:28][CH2:27][CH2:26]4)=[O:32])[C:11]=3[N:10]=[C:9]2[C:18]2[CH:23]=[CH:22][CH:21]=[CH:20][C:19]=2[F:24])=[CH:6][CH:7]=1, predict the reactants needed to synthesize it. The reactants are: [Br:1][C:2]1[CH:7]=[CH:6][C:5]([N:8]2[C:13](=[O:14])[C:12]3[CH:15]=[N:16][NH:17][C:11]=3[N:10]=[C:9]2[C:18]2[CH:23]=[CH:22][CH:21]=[CH:20][C:19]=2[F:24])=[CH:4][CH:3]=1.[N:25]1([C:31](Cl)=[O:32])[CH2:30][CH2:29][O:28][CH2:27][CH2:26]1. (5) Given the product [F:21][C:22]1[CH:27]=[CH:26][C:25]([F:28])=[CH:24][C:23]=1[C:2]1[S:6][C:5]([S:7]([NH:10][C:11]2[CH:19]=[CH:18][C:14]([C:15]([OH:17])=[O:16])=[C:13]([OH:20])[CH:12]=2)(=[O:9])=[O:8])=[CH:4][CH:3]=1, predict the reactants needed to synthesize it. The reactants are: Br[C:2]1[S:6][C:5]([S:7]([NH:10][C:11]2[CH:19]=[CH:18][C:14]([C:15]([OH:17])=[O:16])=[C:13]([OH:20])[CH:12]=2)(=[O:9])=[O:8])=[CH:4][CH:3]=1.[F:21][C:22]1[CH:27]=[CH:26][C:25]([F:28])=[CH:24][C:23]=1B(O)O.